The task is: Predict hERG channel inhibition at various concentrations.. This data is from hERG Central: cardiac toxicity at 1µM, 10µM, and general inhibition. (1) The drug is Cc1sc2c(c1C)C(c1cccs1)=NCC(=O)N2CC(=O)NCc1cccs1. Results: hERG_inhib (hERG inhibition (general)): blocker. (2) The compound is CCN(CC(=O)NCc1ccc(Cl)cc1)C(=O)COc1ccc(C)cc1C. Results: hERG_inhib (hERG inhibition (general)): blocker.